Dataset: Full USPTO retrosynthesis dataset with 1.9M reactions from patents (1976-2016). Task: Predict the reactants needed to synthesize the given product. (1) The reactants are: O[CH2:2][C@@H:3]1[CH2:8][CH2:7][CH2:6][C@H:5]([C:9]([O:11]C)=[O:10])[CH2:4]1.[OH:13][C:14]1[CH:21]=[CH:20][CH:19]=[C:18]([OH:22])[C:15]=1[CH:16]=[O:17].C1C=CC(P(C2C=CC=CC=2)C2C=CC=CC=2)=CC=1.CC(OC(/N=N/C(OC(C)C)=O)=O)C. Given the product [CH:16]([C:15]1[C:18]([OH:22])=[CH:19][CH:20]=[CH:21][C:14]=1[O:13][CH2:2][C@H:3]1[CH2:8][CH2:7][CH2:6][C@@H:5]([C:9]([OH:11])=[O:10])[CH2:4]1)=[O:17], predict the reactants needed to synthesize it. (2) Given the product [C:20]([C:2]1[CH:3]=[C:4]([CH:17]=[CH:18][CH:19]=1)[CH2:5][CH2:6][O:7][CH2:8][CH2:9][C:10]([O:12][C:13]([CH3:16])([CH3:15])[CH3:14])=[O:11])#[N:21], predict the reactants needed to synthesize it. The reactants are: Br[C:2]1[CH:3]=[C:4]([CH:17]=[CH:18][CH:19]=1)[CH2:5][CH2:6][O:7][CH2:8][CH2:9][C:10]([O:12][C:13]([CH3:16])([CH3:15])[CH3:14])=[O:11].[CH3:20][N:21](C=O)C. (3) Given the product [CH2:38]([O:37][C:35]([C:32]1[N:29]2[CH:30]=[CH:31][C:26]([O:25][CH2:24][CH2:23][N:20]3[CH2:19][CH2:18][O:17][CH2:22][CH2:21]3)=[CH:27][C:28]2=[N:34][CH:33]=1)=[O:36])[CH3:39].[O:17]1[CH2:22][CH2:21][N:20]([CH2:23][CH2:24][O:25][C:26]2[CH:31]=[CH:30][N:29]3[C:32]([C:35]([O-:37])=[O:36])=[CH:33][N:34]=[C:28]3[CH:27]=2)[CH2:19][CH2:18]1.[Li+:42], predict the reactants needed to synthesize it. The reactants are: O1CCN(CCOC2C=CN=C(N)C=2)CC1.[O:17]1[CH2:22][CH2:21][N:20]([CH2:23][CH2:24][O:25][C:26]2[CH:31]=[CH:30][N:29]3[C:32]([C:35]([O:37][CH2:38][CH3:39])=[O:36])=[CH:33][N:34]=[C:28]3[CH:27]=2)[CH2:19][CH2:18]1.O.[OH-].[Li+:42]. (4) Given the product [C:27]1([CH:33]([N:37]2[CH2:41][CH2:40][CH2:39][CH2:38]2)[C:34]([O:36][C@@H:44]2[CH:45]3[CH2:48][CH2:49][N:42]([CH2:47][CH2:46]3)[CH2:43]2)=[O:35])[CH:28]=[CH:29][CH:30]=[CH:31][CH:32]=1, predict the reactants needed to synthesize it. The reactants are: C1CCC(N=C=NC2CCCCC2)CC1.C1C=CC2N(O)N=NC=2C=1.Cl.[C:27]1([CH:33]([N:37]2[CH2:41][CH2:40][CH2:39][CH2:38]2)[C:34]([OH:36])=[O:35])[CH:32]=[CH:31][CH:30]=[CH:29][CH:28]=1.[N:42]12[CH2:49][CH2:48][CH:45]([CH2:46][CH2:47]1)[C@@H:44](O)[CH2:43]2.